Dataset: Full USPTO retrosynthesis dataset with 1.9M reactions from patents (1976-2016). Task: Predict the reactants needed to synthesize the given product. (1) Given the product [F:38][C:33]1[CH:34]=[C:35]2[C:30](=[CH:31][CH:32]=1)[NH:29][C:28]([C:26]([NH:25][CH2:60][CH2:59][C:54]1[CH:55]=[CH:56][CH:57]=[CH:58][C:53]=1[O:52][C:49]1[CH:50]=[CH:51][C:46]([CH2:45][CH2:44][C:43]([OH:63])=[O:42])=[C:47]([CH3:62])[CH:48]=1)=[O:27])=[C:36]2[CH3:37], predict the reactants needed to synthesize it. The reactants are: FC1C=C(C=C(C([NH:25][C:26]([C:28]2[N:29](C)[C:30]3[C:35]([C:36]=2[CH3:37])=[CH:34][C:33]([F:38])=[CH:32][CH:31]=3)=[O:27])C)C=1)OC1C=CC(OC(C)(C)C(O)=O)=C(C)C=1.C([O:42][C:43](=[O:63])[CH2:44][CH2:45][C:46]1[CH:51]=[CH:50][C:49]([O:52][C:53]2[CH:58]=[CH:57][CH:56]=[CH:55][C:54]=2[CH2:59][CH2:60]N)=[CH:48][C:47]=1[CH3:62])C. (2) Given the product [Br:1][C:2]1[CH:3]=[C:4]2[C:9](=[CH:10][CH:11]=1)[N:8]=[CH:7][C:6]([C:12]([CH:14]1[CH2:16][CH2:15]1)=[O:13])=[C:5]2[NH:30][C:29]1[CH:28]=[CH:27][C:26]([CH2:25][N:22]2[CH2:21][CH2:20][N:19]([CH3:18])[CH2:24][CH2:23]2)=[CH:32][CH:31]=1, predict the reactants needed to synthesize it. The reactants are: [Br:1][C:2]1[CH:3]=[C:4]2[C:9](=[CH:10][CH:11]=1)[N:8]=[CH:7][C:6]([C:12]([CH:14]1[CH2:16][CH2:15]1)=[O:13])=[C:5]2Cl.[CH3:18][N:19]1[CH2:24][CH2:23][N:22]([CH2:25][C:26]2[CH:32]=[CH:31][C:29]([NH2:30])=[CH:28][CH:27]=2)[CH2:21][CH2:20]1. (3) Given the product [CH3:10][O:9][C:7]([C:6]1[CH:5]=[C:4]([CH3:11])[N:3]([CH2:15][C:16]2[CH:17]=[CH:18][C:19]([CH2:20][N:21]3[CH:25]=[C:24]([CH3:26])[CH:23]=[N:22]3)=[CH:27][CH:28]=2)[C:2]=1[CH3:1])=[O:8], predict the reactants needed to synthesize it. The reactants are: [CH3:1][C:2]1[NH:3][C:4]([CH3:11])=[CH:5][C:6]=1[C:7]([O:9][CH3:10])=[O:8].[H-].[Na+].Cl[CH2:15][C:16]1[CH:28]=[CH:27][C:19]([CH2:20][N:21]2[CH:25]=[C:24]([CH3:26])[CH:23]=[N:22]2)=[CH:18][CH:17]=1. (4) Given the product [ClH:20].[NH2:1][C@@H:2]([CH:17]([CH3:19])[CH3:18])[C:3]([C:11]1[CH:16]=[CH:15][CH:14]=[CH:13][CH:12]=1)([C:5]1[CH:10]=[CH:9][CH:8]=[CH:7][CH:6]=1)[OH:4], predict the reactants needed to synthesize it. The reactants are: [NH2:1][C@@H:2]([CH:17]([CH3:19])[CH3:18])[C:3]([C:11]1[CH:16]=[CH:15][CH:14]=[CH:13][CH:12]=1)([C:5]1[CH:10]=[CH:9][CH:8]=[CH:7][CH:6]=1)[OH:4].[ClH:20].